From a dataset of Full USPTO retrosynthesis dataset with 1.9M reactions from patents (1976-2016). Predict the reactants needed to synthesize the given product. (1) Given the product [CH3:19][O:20][N:21]([CH3:36])[C:22]1[N:23]=[C:24]([NH:32][CH3:33])[N:25]=[C:26]([NH:28][CH2:29][C:30]#[CH:31])[N:27]=1, predict the reactants needed to synthesize it. The reactants are: ClC1N=C(NC)N=C(NCC#C)N=1.Cl.CONC.[CH3:19][O:20][N:21]([CH3:36])[C:22]1[N:27]=[C:26]([NH:28][CH2:29][CH2:30][CH3:31])[N:25]=[C:24]([NH:32][CH2:33]C#C)[N:23]=1. (2) Given the product [NH2:1][C@H:2]([C:10]([OH:12])=[O:11])[CH2:3][CH2:4][CH2:5][CH2:14][NH2:13], predict the reactants needed to synthesize it. The reactants are: [NH2:1][C@H:2]([C:10]([OH:12])=[O:11])[CH2:3][CH2:4][CH2:5]NC(=N)N.[NH2:13][C@H:14](C(O)=O)CC1N=CNC=1. (3) Given the product [OH:26][CH:21]([CH3:22])[CH2:23][C:3]([C:5]1[C:6]2([CH2:11][CH:12]=[CH:13][C:14]=1[CH3:15])[CH2:10][CH2:9][CH2:8][CH2:7]2)=[O:4], predict the reactants needed to synthesize it. The reactants are: CC[C:3]([C:5]1[C:6]2([CH2:11][CH:12]=[CH:13][C:14]=1[CH3:15])[CH2:10][CH2:9][CH2:8][CH2:7]2)=[O:4].[Li+].CC([N-][CH:21]([CH3:23])[CH3:22])C.C(=[O:26])C. (4) The reactants are: [Cl:1][C:2]1[CH:11]=[C:10]([NH:12][C:13]([C:15]2[S:16][C:17]([CH:23]([CH3:25])[CH3:24])=[C:18]([CH:20]([CH3:22])[CH3:21])[CH:19]=2)=[O:14])[CH:9]=[CH:8][C:3]=1[C:4]([O:6]C)=[O:5]. Given the product [Cl:1][C:2]1[CH:11]=[C:10]([NH:12][C:13]([C:15]2[S:16][C:17]([CH:23]([CH3:25])[CH3:24])=[C:18]([CH:20]([CH3:21])[CH3:22])[CH:19]=2)=[O:14])[CH:9]=[CH:8][C:3]=1[C:4]([OH:6])=[O:5], predict the reactants needed to synthesize it. (5) Given the product [F:25][C:2]([F:1])([F:26])[C:3]1[CH:4]=[CH:5][C:6]([C:9]2[S:13][C:12]([C:14]3[CH:24]=[CH:23][C:17]([C:18]([OH:20])=[O:19])=[CH:16][CH:15]=3)=[CH:11][CH:10]=2)=[CH:7][CH:8]=1, predict the reactants needed to synthesize it. The reactants are: [F:1][C:2]([F:26])([F:25])[C:3]1[CH:8]=[CH:7][C:6]([C:9]2[S:13][C:12]([C:14]3[CH:24]=[CH:23][C:17]([C:18]([O:20]CC)=[O:19])=[CH:16][CH:15]=3)=[CH:11][CH:10]=2)=[CH:5][CH:4]=1.[OH-].[Na+].O1CCCC1.Cl. (6) Given the product [CH3:16][C@@H:5]([CH2:4][CH:3]=[CH2:2])[C@H:6]([S:11]([C:57]1[N:62]=[CH:61][CH:60]=[CH:59][N:58]=1)(=[O:15])=[O:12])[CH3:1], predict the reactants needed to synthesize it. The reactants are: [C:1]1(P(=O)(O)O)[CH:6]=[CH:5][CH:4]=[CH:3][CH:2]=1.[S:11]([O-:15])([O-])(=O)=[O:12].[CH2:16]([N+](CCCC)(CCCC)CCCC)CCC.C([N+](CCCC)(CCCC)CCCC)CCC.OO.C[C@@H](CC=C)[C@H](S[C:57]1[N:62]=[CH:61][CH:60]=[CH:59][N:58]=1)C.